Predict the product of the given reaction. From a dataset of Forward reaction prediction with 1.9M reactions from USPTO patents (1976-2016). Given the reactants [CH:1]1([O:6][C:7]2[CH:8]=[C:9]([CH:15]([N:20]3[C:28](=[O:29])[C:27]4[C:22](=[CH:23][CH:24]=[CH:25][C:26]=4[NH:30][C:31](=[O:33])[CH3:32])[C:21]3=[O:34])[CH2:16][CH:17]([OH:19])[CH3:18])[CH:10]=[CH:11][C:12]=2[O:13][CH3:14])[CH2:5][CH2:4][CH2:3][CH2:2]1.[Cr](Cl)([O-])(=O)=O.[NH+]1C=CC=CC=1, predict the reaction product. The product is: [CH:1]1([O:6][C:7]2[CH:8]=[C:9]([CH:15]([N:20]3[C:28](=[O:29])[C:27]4[C:22](=[CH:23][CH:24]=[CH:25][C:26]=4[NH:30][C:31](=[O:33])[CH3:32])[C:21]3=[O:34])[CH2:16][C:17](=[O:19])[CH3:18])[CH:10]=[CH:11][C:12]=2[O:13][CH3:14])[CH2:2][CH2:3][CH2:4][CH2:5]1.